Task: Predict the reaction yield, written as a fraction of the theoretical maximum amount of product (1.0 means a 100% yield; for example, 0.34 means a 34% yield).. Dataset: Reaction yield outcomes from USPTO patents with 853,638 reactions (1) The reactants are [OH:1][C:2]1[CH:9]=[C:8]([OH:10])[CH:7]=[C:6]([CH3:11])[C:3]=1[CH:4]=[O:5].C1(P(C2C=CC=CC=2)C2C=CC=CC=2)C=CC=CC=1.[O:31]1[CH2:36][CH2:35][O:34][C:33]2[CH:37]=[C:38]([C:41]3[C:42]([CH3:49])=[C:43]([CH2:47]O)[CH:44]=[CH:45][CH:46]=3)[CH:39]=[CH:40][C:32]1=2.N(C(OC(C)C)=O)=NC(OC(C)C)=O. The catalyst is O1CCCC1. The product is [O:31]1[CH2:36][CH2:35][O:34][C:33]2[CH:37]=[C:38]([C:41]3[C:42]([CH3:49])=[C:43]([CH:44]=[CH:45][CH:46]=3)[CH2:47][O:10][C:8]3[CH:7]=[C:6]([CH3:11])[C:3]([CH:4]=[O:5])=[C:2]([OH:1])[CH:9]=3)[CH:39]=[CH:40][C:32]1=2. The yield is 0.980. (2) The reactants are [O:1]1CCOCC1.[C:7]1(=[O:24])[N:11]([CH2:12][CH2:13][C@@H:14]([Cl:18])[C:15](Cl)=[O:16])[C:10](=[O:19])[C:9]2=[CH:20][CH:21]=[CH:22][CH:23]=[C:8]12.[OH-].[Na+]. The catalyst is O. The product is [C:7]1(=[O:24])[N:11]([CH2:12][CH2:13][C@@H:14]([Cl:18])[C:15]([OH:1])=[O:16])[C:10](=[O:19])[C:9]2=[CH:20][CH:21]=[CH:22][CH:23]=[C:8]12. The yield is 0.830. (3) The reactants are [CH2:1]([O:4][CH:5]([C:10]1[N:14]([CH3:15])[N:13]=[CH:12][C:11]=1[N+:16]([O-:18])=[O:17])[CH2:6][CH2:7][CH:8]=[CH2:9])C=C. The catalyst is C1(C)C=CC=CC=1. The product is [CH3:15][N:14]1[C:10]([CH:5]2[CH2:6][CH2:7][CH:8]=[CH:9][CH2:1][O:4]2)=[C:11]([N+:16]([O-:18])=[O:17])[CH:12]=[N:13]1. The yield is 0.750. (4) The reactants are [F:1][C:2]1[CH:7]=[CH:6][CH:5]=[CH:4][C:3]=1B(O)O.[C:11]([O:15][C:16]([N:18]1[CH2:23][CH2:22][C@H:21]([C:24]2[CH:25]=[C:26]3[C:35](=[CH:36][C:37]=2Br)[O:34][CH2:33][C:32]2[N:27]3[C@H:28]([CH3:40])[C:29](=[O:39])[NH:30][N:31]=2)[C@H:20]([CH3:41])[CH2:19]1)=[O:17])([CH3:14])([CH3:13])[CH3:12].C([O-])([O-])=O.[K+].[K+]. The catalyst is O1CCOCC1.O.C1C=CC(P(C2C=CC=CC=2)[C-]2C=CC=C2)=CC=1.C1C=CC(P(C2C=CC=CC=2)[C-]2C=CC=C2)=CC=1.Cl[Pd]Cl.[Fe+2].C(Cl)Cl. The product is [C:11]([O:15][C:16]([N:18]1[CH2:23][CH2:22][C@H:21]([C:24]2[CH:25]=[C:26]3[C:35](=[CH:36][C:37]=2[C:3]2[CH:4]=[CH:5][CH:6]=[CH:7][C:2]=2[F:1])[O:34][CH2:33][C:32]2[N:27]3[C@H:28]([CH3:40])[C:29](=[O:39])[NH:30][N:31]=2)[C@H:20]([CH3:41])[CH2:19]1)=[O:17])([CH3:14])([CH3:12])[CH3:13]. The yield is 0.780. (5) The reactants are [CH3:1][C:2]1[CH:7]=[C:6]([CH3:8])[NH:5][C:4](=[O:9])[C:3]=1[CH2:10][NH:11][C:12]([C:14]1[C:15]([CH3:35])=[C:16]([N:19]([CH2:33][CH3:34])[CH:20]2[CH2:25][CH2:24][N:23](C(OC(C)(C)C)=O)[CH2:22][CH2:21]2)[S:17][CH:18]=1)=[O:13].Cl. No catalyst specified. The product is [CH3:1][C:2]1[CH:7]=[C:6]([CH3:8])[NH:5][C:4](=[O:9])[C:3]=1[CH2:10][NH:11][C:12]([C:14]1[C:15]([CH3:35])=[C:16]([N:19]([CH2:33][CH3:34])[CH:20]2[CH2:21][CH2:22][NH:23][CH2:24][CH2:25]2)[S:17][CH:18]=1)=[O:13]. The yield is 0.870. (6) The reactants are [Cl-].O[NH3+:3].[C:4](=[O:7])([O-])[OH:5].[Na+].CS(C)=O.[CH2:13]([C:17]1[N:18]=[C:19]([CH3:47])[N:20]([CH2:39][CH2:40][N:41]2[CH2:46][CH2:45][O:44][CH2:43][CH2:42]2)[C:21](=[O:38])[C:22]=1[CH2:23][C:24]1[CH:29]=[CH:28][C:27]([C:30]2[C:31]([C:36]#[N:37])=[CH:32][CH:33]=[CH:34][CH:35]=2)=[CH:26][CH:25]=1)[CH2:14][CH2:15][CH3:16]. The catalyst is C(OCC)(=O)C. The product is [CH2:13]([C:17]1[N:18]=[C:19]([CH3:47])[N:20]([CH2:39][CH2:40][N:41]2[CH2:46][CH2:45][O:44][CH2:43][CH2:42]2)[C:21](=[O:38])[C:22]=1[CH2:23][C:24]1[CH:25]=[CH:26][C:27]([C:30]2[CH:35]=[CH:34][CH:33]=[CH:32][C:31]=2[C:36]2[NH:3][C:4](=[O:7])[O:5][N:37]=2)=[CH:28][CH:29]=1)[CH2:14][CH2:15][CH3:16]. The yield is 0.390. (7) The yield is 1.00. The catalyst is C(O)(=O)C. The product is [CH2:1]([N:8]1[C:13](=[O:14])[C:12]2[C:15]([CH3:18])=[N:16][S:17][C:11]=2[N:10]=[C:9]1[CH:19]([Br:27])[CH2:20][CH3:21])[C:2]1[CH:3]=[CH:4][CH:5]=[CH:6][CH:7]=1. The reactants are [CH2:1]([N:8]1[C:13](=[O:14])[C:12]2[C:15]([CH3:18])=[N:16][S:17][C:11]=2[N:10]=[C:9]1[CH2:19][CH2:20][CH3:21])[C:2]1[CH:7]=[CH:6][CH:5]=[CH:4][CH:3]=1.C([O-])(=O)C.[Na+].[Br:27]Br.CCOC(C)=O. (8) The reactants are [Br:1][C:2]1[CH:3]=[C:4]([CH2:7][NH:8][C:9]([C:12]2[C:16]([NH:17][CH2:18][CH2:19][O:20][CH3:21])=[N:15][O:14][N:13]=2)=[N:10][OH:11])[O:5][CH:6]=1.[C:22](N1C=CN=C1)(N1C=CN=C1)=[O:23]. The catalyst is C(OCC)(=O)C. The product is [Br:1][C:2]1[CH:3]=[C:4]([CH2:7][N:8]2[C:22](=[O:23])[O:11][N:10]=[C:9]2[C:12]2[C:16]([NH:17][CH2:18][CH2:19][O:20][CH3:21])=[N:15][O:14][N:13]=2)[O:5][CH:6]=1. The yield is 0.900.